From a dataset of Full USPTO retrosynthesis dataset with 1.9M reactions from patents (1976-2016). Predict the reactants needed to synthesize the given product. Given the product [CH2:1]([O:2][C:3](=[O:38])[C:4]1[CH:9]=[CH:8][C:7]([C:10]2[N:11]([CH2:23][C:24]3[CH:29]=[CH:28][C:27]([C:30]([F:36])([F:35])[P:31]([OH:34])([OH:33])=[O:32])=[C:26]([Br:37])[CH:25]=3)[C:12](=[O:22])[N:13]([CH2:15][C:16]3[CH:17]=[CH:18][CH:19]=[CH:20][CH:21]=3)[CH:14]=2)=[CH:6][CH:5]=1)[CH3:39], predict the reactants needed to synthesize it. The reactants are: [CH3:1][O:2][C:3](=[O:38])[C:4]1[CH:9]=[CH:8][C:7]([C:10]2[N:11]([CH2:23][C:24]3[CH:29]=[CH:28][C:27]([C:30]([F:36])([F:35])[P:31]([OH:34])([OH:33])=[O:32])=[C:26]([Br:37])[CH:25]=3)[C:12](=[O:22])[N:13]([CH2:15][C:16]3[CH:21]=[CH:20][CH:19]=[CH:18][CH:17]=3)[CH:14]=2)=[CH:6][CH:5]=1.[CH2:39](O)C.